Dataset: Catalyst prediction with 721,799 reactions and 888 catalyst types from USPTO. Task: Predict which catalyst facilitates the given reaction. Reactant: [OH:1]O.[Br:3][C:4]1[C:13](B(O)O)=[CH:12][C:11]2[C:6](=[CH:7][CH:8]=[C:9]([O:17][CH3:18])[CH:10]=2)[N:5]=1.[NH4+].[Cl-]. Product: [Br:3][C:4]1[C:13]([OH:1])=[CH:12][C:11]2[C:6](=[CH:7][CH:8]=[C:9]([O:17][CH3:18])[CH:10]=2)[N:5]=1. The catalyst class is: 316.